Dataset: Reaction yield outcomes from USPTO patents with 853,638 reactions. Task: Predict the reaction yield, written as a fraction of the theoretical maximum amount of product (1.0 means a 100% yield; for example, 0.34 means a 34% yield). (1) The reactants are [CH3:1][O:2][C:3]([NH:5][CH:6]([CH:10]([CH3:12])[CH3:11])[C:7]([OH:9])=O)=[O:4].CN(C(ON1N=NC2C=CC=NC1=2)=[N+](C)C)C.F[P-](F)(F)(F)(F)F.[CH2:37]([O:39][C:40]([CH:42]1[CH2:49][C:45]2([CH2:48][CH2:47][CH2:46]2)[O:44][NH:43]1)=[O:41])[CH3:38].C(N(C(C)C)CC)(C)C. The catalyst is CN(C)C=O.C(OCC)(=O)C. The product is [CH2:37]([O:39][C:40]([CH:42]1[CH2:49][C:45]2([CH2:46][CH2:47][CH2:48]2)[O:44][N:43]1[C:7](=[O:9])[CH:6]([NH:5][C:3]([O:2][CH3:1])=[O:4])[CH:10]([CH3:12])[CH3:11])=[O:41])[CH3:38]. The yield is 0.720. (2) The reactants are C(OC(=O)[N:7]([C:14]1[S:18][C:17]([Cl:19])=[N:16][C:15]=1[Cl:20])[C:8](=[O:13])[CH2:9][CH2:10][S:11][CH3:12])(C)(C)C.FC(F)(F)C(O)=O. The catalyst is C(Cl)Cl. The product is [Cl:19][C:17]1[S:18][C:14]([NH:7][C:8](=[O:13])[CH2:9][CH2:10][S:11][CH3:12])=[C:15]([Cl:20])[N:16]=1. The yield is 0.760. (3) The reactants are [H-].[Na+].[Cl:3][C:4]1[CH:9]=[CH:8][C:7]([S:10]([N:13]([CH2:21][C:22]2[CH:34]=[CH:33][C:25]([C:26]([NH:28][C@H:29]([CH3:32])[CH2:30][OH:31])=[O:27])=[CH:24][CH:23]=2)[CH:14]2[CH2:19][CH2:18][CH2:17][CH2:16][CH:15]2[CH3:20])(=[O:12])=[O:11])=[CH:6][CH:5]=1.I[CH3:36]. The catalyst is C1COCC1. The product is [Cl:3][C:4]1[CH:9]=[CH:8][C:7]([S:10]([N:13]([CH2:21][C:22]2[CH:23]=[CH:24][C:25]([C:26]([NH:28][C@H:29]([CH3:32])[CH2:30][O:31][CH3:36])=[O:27])=[CH:33][CH:34]=2)[CH:14]2[CH2:19][CH2:18][CH2:17][CH2:16][CH:15]2[CH3:20])(=[O:11])=[O:12])=[CH:6][CH:5]=1. The yield is 0.130. (4) The reactants are [NH2:1][C@:2]12[CH2:37][CH2:36][C@@H:35]([C:38]([CH3:40])=[CH2:39])[C@@H:3]1[C@@H:4]1[C@@:17]([CH3:20])([CH2:18][CH2:19]2)[C@@:16]2([CH3:21])[C@@H:7]([C@:8]3([CH3:34])[C@@H:13]([CH2:14][CH2:15]2)[C:12]([CH3:23])([CH3:22])[C:11]([C:24]2[CH:33]=[CH:32][C:27]([C:28]([O:30]C)=[O:29])=[CH:26][CH:25]=2)=[CH:10][CH2:9]3)[CH2:6][CH2:5]1.CN(C)CCC(N[C@]12CC[C@@H](C(C)=C)[C@@H]1[C@@H]1[C@@](C)(CC2)[C@@]2(C)[C@@H]([C@]3(C)[C@@H](CC2)C(C)(C)C(C2C=CC(C(O)=O)=CC=2)=CC3)CC1)=O.[CH3:87][C@H:88]1[O:93][C@@H:92]([CH3:94])[CH2:91][N:90]([CH2:95][C:96]([OH:98])=O)[CH2:89]1. No catalyst specified. The product is [CH3:94][C@H:92]1[CH2:91][N:90]([CH2:95][C:96]([NH:1][C@:2]23[CH2:37][CH2:36][C@@H:35]([C:38]([CH3:40])=[CH2:39])[C@@H:3]2[C@@H:4]2[C@@:17]([CH3:20])([CH2:18][CH2:19]3)[C@@:16]3([CH3:21])[C@@H:7]([C@:8]4([CH3:34])[C@@H:13]([CH2:14][CH2:15]3)[C:12]([CH3:23])([CH3:22])[C:11]([C:24]3[CH:25]=[CH:26][C:27]([C:28]([OH:30])=[O:29])=[CH:32][CH:33]=3)=[CH:10][CH2:9]4)[CH2:6][CH2:5]2)=[O:98])[CH2:89][C@@H:88]([CH3:87])[O:93]1. The yield is 0.430. (5) The reactants are Cl.Cl.[NH2:3][CH:4]1[CH2:9][CH2:8][CH:7]([NH:10][C:11]2[C:20]3[C:15](=[CH:16][CH:17]=[C:18]([Cl:21])[N:19]=3)[N:14]=[CH:13][C:12]=2[C:22](=[O:24])[CH3:23])[CH2:6][CH2:5]1.[C:25]([O:29][C:30]([NH:32][CH:33]([CH:37]([CH3:39])[CH3:38])[C:34](O)=[O:35])=[O:31])([CH3:28])([CH3:27])[CH3:26]. No catalyst specified. The product is [C:22]([C:12]1[CH:13]=[N:14][C:15]2[C:20]([C:11]=1[NH:10][C@H:7]1[CH2:8][CH2:9][C@H:4]([NH:3][C:34](=[O:35])[CH:33]([NH:32][C:30](=[O:31])[O:29][C:25]([CH3:28])([CH3:27])[CH3:26])[CH:37]([CH3:39])[CH3:38])[CH2:5][CH2:6]1)=[N:19][C:18]([Cl:21])=[CH:17][CH:16]=2)(=[O:24])[CH3:23]. The yield is 0.650. (6) The reactants are [F:1][C:2]1[CH:7]=[CH:6][CH:5]=[CH:4][C:3]=1[C:8]1[C:16]2[C:11](=[N:12][CH:13]=[C:14]([C:17]3[CH:18]=[C:19]([C:23]([N:25]4[CH2:30][CH2:29][O:28][CH2:27][CH2:26]4)=[O:24])[CH:20]=[CH:21][CH:22]=3)[CH:15]=2)[N:10](S(C2C=CC(C)=CC=2)(=O)=O)[CH:9]=1.[OH-].[K+]. The catalyst is CO.O. The product is [F:1][C:2]1[CH:7]=[CH:6][CH:5]=[CH:4][C:3]=1[C:8]1[C:16]2[C:11](=[N:12][CH:13]=[C:14]([C:17]3[CH:18]=[C:19]([C:23]([N:25]4[CH2:30][CH2:29][O:28][CH2:27][CH2:26]4)=[O:24])[CH:20]=[CH:21][CH:22]=3)[CH:15]=2)[NH:10][CH:9]=1. The yield is 0.210.